From a dataset of Catalyst prediction with 721,799 reactions and 888 catalyst types from USPTO. Predict which catalyst facilitates the given reaction. (1) Reactant: Cl[S:2]([OH:5])(=[O:4])=[O:3].[N+:6]([C:9]1[CH:22]=[CH:21][C:12]2[N:13]=[C:14]([C:16]3[CH:20]=[CH:19][S:18][CH:17]=3)[S:15][C:11]=2[CH:10]=1)([O-:8])=[O:7]. Product: [N+:6]([C:9]1[CH:22]=[CH:21][C:12]2[N:13]=[C:14]([C:16]3[CH:20]=[C:19]([S:2]([OH:5])(=[O:4])=[O:3])[S:18][CH:17]=3)[S:15][C:11]=2[CH:10]=1)([O-:8])=[O:7]. The catalyst class is: 22. (2) Reactant: [C:1]([N:5]1[CH:9]=[C:8]([C:10]2[N:15]=[CH:14][C:13]3[CH:16]=[N:17][N:18]([C:19]4[N:24]=[C:23]([N:25]5[CH2:31][CH2:30][CH2:29][N:28](C(OC(C)(C)C)=O)[CH2:27][CH2:26]5)[CH:22]=[CH:21][CH:20]=4)[C:12]=3[CH:11]=2)[CH:7]=[N:6]1)([CH3:4])([CH3:3])[CH3:2].C(O)(C(F)(F)F)=O.N. Product: [N:25]1([C:23]2[N:24]=[C:19]([N:18]3[C:12]4[CH:11]=[C:10]([C:8]5[CH:7]=[N:6][N:5]([C:1]([CH3:4])([CH3:3])[CH3:2])[CH:9]=5)[N:15]=[CH:14][C:13]=4[CH:16]=[N:17]3)[CH:20]=[CH:21][CH:22]=2)[CH2:31][CH2:30][CH2:29][NH:28][CH2:27][CH2:26]1. The catalyst class is: 61.